From a dataset of hERG Central: cardiac toxicity at 1µM, 10µM, and general inhibition. Predict hERG channel inhibition at various concentrations. The drug is CSc1ccc(C(=O)C2CCCN(CCCn3cccn3)C2)cc1. Results: hERG_inhib (hERG inhibition (general)): blocker.